Dataset: Reaction yield outcomes from USPTO patents with 853,638 reactions. Task: Predict the reaction yield, written as a fraction of the theoretical maximum amount of product (1.0 means a 100% yield; for example, 0.34 means a 34% yield). (1) The reactants are O.[OH-].[Li+].C([O:6][C:7](=[O:33])[CH:8]([O:30][CH2:31][CH3:32])[CH2:9][C:10]1[CH:15]=[CH:14][C:13]([O:16][CH2:17][CH2:18][C:19]2[CH:24]=[CH:23][C:22]([O:25][S:26]([CH3:29])(=[O:28])=[O:27])=[CH:21][CH:20]=2)=[CH:12][CH:11]=1)C. The catalyst is O.O1CCCC1. The product is [CH2:31]([O:30][CH:8]([CH2:9][C:10]1[CH:11]=[CH:12][C:13]([O:16][CH2:17][CH2:18][C:19]2[CH:20]=[CH:21][C:22]([O:25][S:26]([CH3:29])(=[O:27])=[O:28])=[CH:23][CH:24]=2)=[CH:14][CH:15]=1)[C:7]([OH:33])=[O:6])[CH3:32]. The yield is 0.960. (2) The reactants are FC(F)(F)S(O[C:7]1[CH:12]=[C:11]([F:13])[CH:10]=[CH:9][C:8]=1[N+:14]([O-:16])=[O:15])(=O)=O.[CH3:19][C:20]1([CH3:36])[C:24]([CH3:26])([CH3:25])[O:23][B:22]([B:22]2[O:23][C:24]([CH3:26])([CH3:25])[C:20]([CH3:36])([CH3:19])[O:21]2)[O:21]1.C([O-])(=O)C.[K+]. The catalyst is O1CCOCC1.C1C=CC(P(C2C=CC=CC=2)[C-]2C=CC=C2)=CC=1.C1C=CC(P(C2C=CC=CC=2)[C-]2C=CC=C2)=CC=1.Cl[Pd]Cl.[Fe+2]. The product is [F:13][C:11]1[CH:10]=[CH:9][C:8]([N+:14]([O-:16])=[O:15])=[C:7]([B:22]2[O:23][C:24]([CH3:26])([CH3:25])[C:20]([CH3:36])([CH3:19])[O:21]2)[CH:12]=1. The yield is 0.600.